Dataset: Cav3 T-type calcium channel HTS with 100,875 compounds. Task: Binary Classification. Given a drug SMILES string, predict its activity (active/inactive) in a high-throughput screening assay against a specified biological target. The molecule is Clc1ccc(Cn2nnc3c2ncn(Cc2ccc(cc2)C)c3=O)cc1. The result is 0 (inactive).